Dataset: Forward reaction prediction with 1.9M reactions from USPTO patents (1976-2016). Task: Predict the product of the given reaction. (1) The product is: [CH:3]1([NH:6][CH2:7][CH2:8][CH2:9][CH2:10][O:11][C:12]2[CH:17]=[CH:16][C:15]([C:18]3[CH:23]=[CH:22][C:21]([C:24]([OH:26])=[O:25])=[CH:20][CH:19]=3)=[CH:14][C:13]=2[C:29]2[CH:38]=[CH:37][C:36]3[C:35]([CH3:40])([CH3:39])[CH2:34][CH2:33][C:32]([CH3:42])([CH3:41])[C:31]=3[CH:30]=2)[CH2:5][CH2:4]1. Given the reactants [OH-].[Na+].[CH:3]1([NH:6][CH2:7][CH2:8][CH2:9][CH2:10][O:11][C:12]2[CH:17]=[CH:16][C:15]([C:18]3[CH:23]=[CH:22][C:21]([C:24]([O:26]CC)=[O:25])=[CH:20][CH:19]=3)=[CH:14][C:13]=2[C:29]2[CH:38]=[CH:37][C:36]3[C:35]([CH3:40])([CH3:39])[CH2:34][CH2:33][C:32]([CH3:42])([CH3:41])[C:31]=3[CH:30]=2)[CH2:5][CH2:4]1, predict the reaction product. (2) Given the reactants [CH:1]12[CH2:9][CH:5]3[CH2:6][CH:7]([CH2:8]1)[C:3]([NH:10][C:11]([NH2:13])=[S:12])([CH2:4]3)[CH2:2]2.Br[CH2:15][C:16](OCC)=[O:17], predict the reaction product. The product is: [CH:1]12[CH2:9][CH:5]3[CH2:6][CH:7]([CH2:8]1)[C:3]([NH:10][C:11]1[S:12][CH2:15][C:16](=[O:17])[N:13]=1)([CH2:4]3)[CH2:2]2.